From a dataset of NCI-60 drug combinations with 297,098 pairs across 59 cell lines. Regression. Given two drug SMILES strings and cell line genomic features, predict the synergy score measuring deviation from expected non-interaction effect. (1) Drug 1: CC1=CC=C(C=C1)C2=CC(=NN2C3=CC=C(C=C3)S(=O)(=O)N)C(F)(F)F. Drug 2: CC1=C(N=C(N=C1N)C(CC(=O)N)NCC(C(=O)N)N)C(=O)NC(C(C2=CN=CN2)OC3C(C(C(C(O3)CO)O)O)OC4C(C(C(C(O4)CO)O)OC(=O)N)O)C(=O)NC(C)C(C(C)C(=O)NC(C(C)O)C(=O)NCCC5=NC(=CS5)C6=NC(=CS6)C(=O)NCCC[S+](C)C)O. Cell line: SN12C. Synergy scores: CSS=10.3, Synergy_ZIP=-1.06, Synergy_Bliss=1.19, Synergy_Loewe=-18.3, Synergy_HSA=-3.78. (2) Drug 1: C1CN1P(=S)(N2CC2)N3CC3. Drug 2: C(CCl)NC(=O)N(CCCl)N=O. Cell line: NCI-H226. Synergy scores: CSS=3.96, Synergy_ZIP=-1.45, Synergy_Bliss=-0.266, Synergy_Loewe=0.614, Synergy_HSA=0.875. (3) Drug 1: C1=C(C(=O)NC(=O)N1)F. Drug 2: CC1=CC=C(C=C1)C2=CC(=NN2C3=CC=C(C=C3)S(=O)(=O)N)C(F)(F)F. Cell line: TK-10. Synergy scores: CSS=17.0, Synergy_ZIP=2.63, Synergy_Bliss=-0.196, Synergy_Loewe=-4.69, Synergy_HSA=-1.20. (4) Drug 1: CS(=O)(=O)C1=CC(=C(C=C1)C(=O)NC2=CC(=C(C=C2)Cl)C3=CC=CC=N3)Cl. Drug 2: C1=CC(=CC=C1C#N)C(C2=CC=C(C=C2)C#N)N3C=NC=N3. Cell line: SF-268. Synergy scores: CSS=6.64, Synergy_ZIP=3.99, Synergy_Bliss=9.67, Synergy_Loewe=7.01, Synergy_HSA=5.82.